From a dataset of Catalyst prediction with 721,799 reactions and 888 catalyst types from USPTO. Predict which catalyst facilitates the given reaction. (1) Reactant: [S:1]1[N:5]=[CH:4][C:3]([O:6][CH2:7][C@@H:8]2[O:12][C:11](=[O:13])[N:10]([C:14]3[CH:19]=[CH:18][C:17]([N:20]4[CH2:25][C@:24]5([C:27](=[O:33])[CH2:28][O:29]C(=O)C)[CH2:26][C@H:21]4[CH2:22][NH:23]5)=[C:16]([F:34])[CH:15]=3)[CH2:9]2)=[N:2]1.N. Product: [S:1]1[N:5]=[CH:4][C:3]([O:6][CH2:7][C@@H:8]2[O:12][C:11](=[O:13])[N:10]([C:14]3[CH:19]=[CH:18][C:17]([N:20]4[CH2:25][C@:24]5([C:27](=[O:33])[CH2:28][OH:29])[CH2:26][C@H:21]4[CH2:22][NH:23]5)=[C:16]([F:34])[CH:15]=3)[CH2:9]2)=[N:2]1. The catalyst class is: 5. (2) Reactant: [CH3:1][O:2][C:3]([C:5]1[N:6]=[C:7]([CH2:18][CH:19]2[CH2:23][CH2:22][CH2:21][CH2:20]2)[C:8]2[C:13]([CH:14]=1)=[CH:12][CH:11]=[C:10]([C:15]([OH:17])=O)[CH:9]=2)=[O:4].[C:24]([CH:28]1[CH2:33][CH2:32][CH:31]([NH2:34])[CH2:30][CH2:29]1)([CH3:27])([CH3:26])[CH3:25].CN(C(ON1N=NC2C=CC=CC1=2)=[N+](C)C)C.F[P-](F)(F)(F)(F)F.CCN(C(C)C)C(C)C. Product: [CH3:1][O:2][C:3]([C:5]1[N:6]=[C:7]([CH2:18][CH:19]2[CH2:20][CH2:21][CH2:22][CH2:23]2)[C:8]2[C:13]([CH:14]=1)=[CH:12][CH:11]=[C:10]([C:15](=[O:17])[NH:34][CH:31]1[CH2:32][CH2:33][CH:28]([C:24]([CH3:27])([CH3:26])[CH3:25])[CH2:29][CH2:30]1)[CH:9]=2)=[O:4]. The catalyst class is: 3. (3) Reactant: [C:1]1([C@@H:7]2[CH2:9][C@H:8]2[NH:10][CH2:11][CH2:12][CH:13]2[CH2:18][CH2:17][N:16](C(OC(C)(C)C)=O)[CH2:15][CH2:14]2)[CH:6]=[CH:5][CH:4]=[CH:3][CH:2]=1.Cl.O1CCOCC1. Product: [C:1]1([C@@H:7]2[CH2:9][C@H:8]2[NH:10][CH2:11][CH2:12][CH:13]2[CH2:18][CH2:17][NH:16][CH2:15][CH2:14]2)[CH:2]=[CH:3][CH:4]=[CH:5][CH:6]=1. The catalyst class is: 22. (4) Reactant: C([O:8][C:9]1[CH:10]=[CH:11][C:12]([C:15]2[N:19]([C:20]3[CH:21]=[N:22][CH:23]=[CH:24][CH:25]=3)[N:18]=[C:17]([C:26]([N:28]3[CH2:33][CH2:32][C:31]([F:35])([F:34])[CH2:30][CH2:29]3)=[O:27])[CH:16]=2)=[N:13][CH:14]=1)C1C=CC=CC=1.CO.[H][H]. Product: [OH:8][C:9]1[CH:10]=[CH:11][C:12]([C:15]2[N:19]([C:20]3[CH:21]=[N:22][CH:23]=[CH:24][CH:25]=3)[N:18]=[C:17]([C:26]([N:28]3[CH2:29][CH2:30][C:31]([F:35])([F:34])[CH2:32][CH2:33]3)=[O:27])[CH:16]=2)=[N:13][CH:14]=1. The catalyst class is: 849.